This data is from Catalyst prediction with 721,799 reactions and 888 catalyst types from USPTO. The task is: Predict which catalyst facilitates the given reaction. (1) Reactant: [N:1]1[CH:6]=[CH:5][CH:4]=[CH:3][C:2]=1[C:7]1[NH:8][C:9]2[CH:15]=[CH:14][CH:13]=[CH:12][C:10]=2[N:11]=1.C(=O)([O-])[O-].[K+].[K+].[CH2:22](Cl)[C:23]1[CH:28]=[CH:27][CH:26]=[CH:25][CH:24]=1. Product: [CH2:22]([N:11]1[C:10]2[CH:12]=[CH:13][CH:14]=[CH:15][C:9]=2[N:8]=[C:7]1[C:2]1[CH:3]=[CH:4][CH:5]=[CH:6][N:1]=1)[C:23]1[CH:28]=[CH:27][CH:26]=[CH:25][CH:24]=1. The catalyst class is: 9. (2) Reactant: C([SiH2][O:6][C:7](C1C=CC=CC=1)(C1C=CC=CC=1)[CH:8]1[CH:12]([O:13][C:14](=[O:27])[CH:15]([NH:19][C:20]([O:22][C:23]([CH3:26])([CH3:25])[CH3:24])=[O:21])[CH:16]([CH3:18])[CH3:17])[C:11]([OH:29])([CH3:28])[CH:10]([N:30]2[CH:35]=[CH:34][C:33]([N:36]=CN(C)C)=[N:32][C:31]2=[O:41])[O:9]1)(C)(C)C.[NH4+].[F-]. Product: [NH2:36][C:33]1[CH:34]=[CH:35][N:30]([CH:10]2[O:9][CH:8]([CH2:7][OH:6])[CH:12]([O:13][C:14](=[O:27])[CH:15]([NH:19][C:20]([O:22][C:23]([CH3:25])([CH3:24])[CH3:26])=[O:21])[CH:16]([CH3:18])[CH3:17])[C:11]2([OH:29])[CH3:28])[C:31](=[O:41])[N:32]=1. The catalyst class is: 5. (3) Reactant: C([O:3][C:4](=[O:36])[CH2:5][CH:6]1[CH2:11][CH2:10][CH:9]([C:12]2[CH:17]=[CH:16][C:15]([C:18]3[N:19]=[N:20][N:21]([CH3:35])[C:22]=3[NH:23][C:24]([O:26][C@@H:27]([C:29]3[CH:34]=[CH:33][CH:32]=[CH:31][CH:30]=3)[CH3:28])=[O:25])=[CH:14][CH:13]=2)[CH2:8][CH2:7]1)C.[OH-].[Na+]. Product: [CH3:35][N:21]1[C:22]([NH:23][C:24]([O:26][C@@H:27]([C:29]2[CH:34]=[CH:33][CH:32]=[CH:31][CH:30]=2)[CH3:28])=[O:25])=[C:18]([C:15]2[CH:14]=[CH:13][C:12]([CH:9]3[CH2:10][CH2:11][CH:6]([CH2:5][C:4]([OH:36])=[O:3])[CH2:7][CH2:8]3)=[CH:17][CH:16]=2)[N:19]=[N:20]1. The catalyst class is: 219. (4) Reactant: Br[C:2]1[C:3]([CH3:19])=[N:4][N:5]([CH2:14][C:15]([F:18])([F:17])[CH3:16])[C:6]=1[C:7]1[CH:12]=[CH:11][C:10]([F:13])=[CH:9][CH:8]=1.[Cl:20][C:21]1[C:30]2[O:29][CH2:28][C:27](=[O:31])[NH:26][C:25]=2[CH:24]=[C:23](B2OC(C)(C)C(C)(C)O2)[CH:22]=1.C(=O)([O-])[O-].[Cs+].[Cs+]. Product: [Cl:20][C:21]1[C:30]2[O:29][CH2:28][C:27](=[O:31])[NH:26][C:25]=2[CH:24]=[C:23]([C:2]2[C:3]([CH3:19])=[N:4][N:5]([CH2:14][C:15]([F:18])([F:17])[CH3:16])[C:6]=2[C:7]2[CH:12]=[CH:11][C:10]([F:13])=[CH:9][CH:8]=2)[CH:22]=1. The catalyst class is: 12. (5) Reactant: Cl.Cl.[CH:3]([C@:6]1([C:12]([N:14]2[CH2:19][CH2:18][N:17]([C:20]3[CH:25]=[C:24]([C:26]([F:29])([F:28])[F:27])[CH:23]=[CH:22][N:21]=3)[CH2:16][CH2:15]2)=[O:13])[CH2:10][CH2:9][C@@H:8]([NH2:11])[CH2:7]1)([CH3:5])[CH3:4].[CH3:30][CH:31]1[C:36](=O)[CH2:35][CH2:34][O:33][CH2:32]1.C(N(CC)CC)C.C(O[BH-](OC(=O)C)OC(=O)C)(=O)C.[Na+]. Product: [CH:3]([C@:6]1([C:12]([N:14]2[CH2:15][CH2:16][N:17]([C:20]3[CH:25]=[C:24]([C:26]([F:29])([F:27])[F:28])[CH:23]=[CH:22][N:21]=3)[CH2:18][CH2:19]2)=[O:13])[CH2:10][CH2:9][C@@H:8]([NH:11][CH:36]2[CH2:35][CH2:34][O:33][CH2:32][CH:31]2[CH3:30])[CH2:7]1)([CH3:5])[CH3:4]. The catalyst class is: 91. (6) Reactant: [Cl:1][C:2]1[C:3]([O:12][C:13]2[CH:18]=[C:17]([O:19][CH2:20][CH2:21][O:22][CH2:23][CH2:24][O:25][CH3:26])[CH:16]=[CH:15][C:14]=2/[CH:27]=[CH:28]/[C:29]([O:31]CC)=[O:30])=[N:4][CH:5]=[C:6]([C:8]([F:11])([F:10])[F:9])[CH:7]=1.[OH-].[Na+].Cl. Product: [Cl:1][C:2]1[C:3]([O:12][C:13]2[CH:18]=[C:17]([O:19][CH2:20][CH2:21][O:22][CH2:23][CH2:24][O:25][CH3:26])[CH:16]=[CH:15][C:14]=2/[CH:27]=[CH:28]/[C:29]([OH:31])=[O:30])=[N:4][CH:5]=[C:6]([C:8]([F:9])([F:11])[F:10])[CH:7]=1. The catalyst class is: 214. (7) Reactant: C(OC(=O)[NH:7][C@H:8]([C:14]([N:16]1[CH2:20][CH2:19][C:18]([F:22])([F:21])[CH2:17]1)=[O:15])[CH2:9][CH2:10][CH2:11][CH2:12][NH2:13])(C)(C)C.[F:24][C:25]1[CH:35]=[CH:34][C:28]([O:29][CH2:30][C:31]([Cl:33])=[O:32])=[CH:27][CH:26]=1.FC1C=CC(OCC(O)=O)=CC=1.C(Cl)(=O)C(Cl)=O. Product: [ClH:33].[NH2:7][C@H:8]([C:14]([N:16]1[CH2:20][CH2:19][C:18]([F:21])([F:22])[CH2:17]1)=[O:15])[CH2:9][CH2:10][CH2:11][CH2:12][NH:13][C:31](=[O:32])[CH2:30][O:29][C:28]1[CH:34]=[CH:35][C:25]([F:24])=[CH:26][CH:27]=1. The catalyst class is: 120.